From a dataset of Reaction yield outcomes from USPTO patents with 853,638 reactions. Predict the reaction yield, written as a fraction of the theoretical maximum amount of product (1.0 means a 100% yield; for example, 0.34 means a 34% yield). (1) The reactants are Cl[C:2]([O:4][CH2:5][CH:6]([CH3:8])[CH3:7])=[O:3].[CH3:9][C:10]1[C:11]([NH:13][C:14](=[O:17])[C:15]=1[CH3:16])=[O:12].C(N(CC)CC)C.CO. The product is [CH2:5]([O:4][C:2]([N:13]1[C:14](=[O:17])[C:15]([CH3:16])=[C:10]([CH3:9])[C:11]1=[O:12])=[O:3])[CH:6]([CH3:8])[CH3:7]. The catalyst is CN(C)C=O.C(Cl)(Cl)Cl. The yield is 0.830. (2) The reactants are C[N+]1([O-])CCOCC1.[Cl:9][C:10]1[CH:15]=[CH:14][C:13]([CH2:16][CH2:17][NH:18][C:19](=[O:25])[CH2:20][C:21]([F:24])([F:23])[F:22])=[CH:12][C:11]=1[CH2:26][OH:27]. The catalyst is C(Cl)Cl.[Ru]([O-])(=O)(=O)=O.C([N+](CCC)(CCC)CCC)CC. The product is [Cl:9][C:10]1[CH:15]=[CH:14][C:13]([CH2:16][CH2:17][NH:18][C:19](=[O:25])[CH2:20][C:21]([F:24])([F:23])[F:22])=[CH:12][C:11]=1[CH:26]=[O:27]. The yield is 0.810. (3) The reactants are [Cl:1][C:2]1[N:7]=C(Cl)[CH:5]=[C:4]([CH3:9])[N:3]=1.C(B1OC(C)(C)C(C)(C)O1)C=C.[O-]P([O-])([O-])=O.[K+].[K+].[K+].[CH2:30]1[CH2:34]O[CH2:32][CH2:31]1. The catalyst is Cl[Pd](Cl)([P](C1C=CC=CC=1)(C1C=CC=CC=1)C1C=CC=CC=1)[P](C1C=CC=CC=1)(C1C=CC=CC=1)C1C=CC=CC=1.CCOC(C)=O.O. The product is [CH2:30]([C:34]1[CH:5]=[C:4]([CH3:9])[N:3]=[C:2]([Cl:1])[N:7]=1)[CH:31]=[CH2:32]. The yield is 0.570. (4) The reactants are Br[C:2]1[CH:22]=[CH:21][C:5]([CH2:6][N:7]2[CH2:12][CH2:11][CH2:10][CH:9]([C:13]3[CH:18]=[CH:17][CH:16]=[CH:15][CH:14]=3)[S:8]2(=[O:20])=[O:19])=[C:4]([F:23])[CH:3]=1.[CH3:24][S:25]([N:28]1[CH2:33][CH2:32][CH:31]([OH:34])[CH2:30][CH2:29]1)(=[O:27])=[O:26].CC1C=NC2C(C=1C)=CC=C1C=2N=CC(C)=C1C.C(=O)([O-])[O-].[Cs+].[Cs+]. The catalyst is [Cu]I. The product is [F:23][C:4]1[CH:3]=[C:2]([O:34][CH:31]2[CH2:32][CH2:33][N:28]([S:25]([CH3:24])(=[O:27])=[O:26])[CH2:29][CH2:30]2)[CH:22]=[CH:21][C:5]=1[CH2:6][N:7]1[CH2:12][CH2:11][CH2:10][CH:9]([C:13]2[CH:18]=[CH:17][CH:16]=[CH:15][CH:14]=2)[S:8]1(=[O:20])=[O:19]. The yield is 0.400. (5) The reactants are OC(C(F)(F)F)=O.[NH:8]1[CH2:11][CH:10]([C:12]2[CH:33]=[CH:32][C:15]3[C:16]4[N:17]=[C:18]([C:24]5[N:25]([CH:29]([CH3:31])[CH3:30])[N:26]=[CH:27][N:28]=5)[S:19][C:20]=4[CH2:21][CH2:22][O:23][C:14]=3[CH:13]=2)[CH2:9]1.[OH:34][C:35]([CH3:40])([CH3:39])[C:36](O)=[O:37]. The catalyst is CN(C=O)C. The product is [OH:34][C:35]([CH3:40])([CH3:39])[C:36]([N:8]1[CH2:11][CH:10]([C:12]2[CH:33]=[CH:32][C:15]3[C:16]4[N:17]=[C:18]([C:24]5[N:25]([CH:29]([CH3:31])[CH3:30])[N:26]=[CH:27][N:28]=5)[S:19][C:20]=4[CH2:21][CH2:22][O:23][C:14]=3[CH:13]=2)[CH2:9]1)=[O:37]. The yield is 0.210. (6) The reactants are Br[C:2]1[CH:7]=[C:6]([Br:8])[CH:5]=[CH:4][C:3]=1[N+:9]([O-:11])=[O:10].[CH3:12][O:13][CH2:14][CH2:15][NH2:16]. No catalyst specified. The product is [Br:8][C:6]1[CH:5]=[CH:4][C:3]([N+:9]([O-:11])=[O:10])=[C:2]([NH:16][CH2:15][CH2:14][O:13][CH3:12])[CH:7]=1. The yield is 0.999. (7) The yield is 0.740. The product is [C:1]([O:5][C:6](=[O:12])[NH:7][CH2:8][CH2:9][CH2:10][NH:11][C:22]([NH2:21])=[S:23])([CH3:4])([CH3:2])[CH3:3]. The catalyst is C1COCC1.O. The reactants are [C:1]([O:5][C:6](=[O:12])[NH:7][CH2:8][CH2:9][CH2:10][NH2:11])([CH3:4])([CH3:3])[CH3:2].C([N:21]=[C:22]=[S:23])(=O)C1C=CC=CC=1.C([O-])([O-])=O.[K+].[K+].